Dataset: Experimentally validated miRNA-target interactions with 360,000+ pairs, plus equal number of negative samples. Task: Binary Classification. Given a miRNA mature sequence and a target amino acid sequence, predict their likelihood of interaction. (1) The miRNA is hsa-miR-4454 with sequence GGAUCCGAGUCACGGCACCA. The protein sequence of the target gene is MAALLRAVRRFRGKAVWERPLHGLWCCSGQEDPKRWVGSSSPISKEKLPNAETEKFWMFYRFDAIRTFGFLSRLKLAQTALTVVALPPGYYLYSQGLLTLNTVCLMSGISGFALTMLCWMSYFLRRLVGILYLNESGTMLRVAHLNFWGWRQDTYCPMADVIPLTETKDRPQEMFVRIQRYSGKQTFYVTLRYGRILDRERFTQVFGVHQMLK. Result: 1 (interaction). (2) The miRNA is hsa-miR-4758-3p with sequence UGCCCCACCUGCUGACCACCCUC. The protein sequence of the target gene is MSVQSSSGSLEGPPSWSRLSTSPTPGSAAAARSLLNHTPPSGRPREGAMDELHSLDPRRQELLEARFTGVATGSTGSTGSCSVGAKASTNNESSNHSFGSLGSLSDKESETPEKKQSESSRGRKRKAESQNESSQGKSIGGRGHKISDYFEYQGGNGSSPVRGIPPAIRSPQNSHSHSTPSSSVRPNSPSPTALAFGDHPVVQPKQLSFKITQTDLTMLKLAALESTKNQDLEKKEGRIDDLLRANCDLRRQIDDQQKLLEKYKERLNKCISMSKKLLIEKSTQEKLSSREKSMQDRLRL.... Result: 0 (no interaction). (3) The miRNA is hsa-miR-4653-3p with sequence UGGAGUUAAGGGUUGCUUGGAGA. The protein sequence of the target gene is MALDLRTIFQCEPSENNLGSENSAFQQSQGPAVQREEGISEFSRMVLNSFQDSNNSYARQELQRLYRIFHSWLQPEKHSKDEIISLLVLEQFMIGGHCNDKASVKEKWKSSGKNLERFIEDLTDDSINPPALVHVHMQGQEALFSEDMPLRDVIVHLTKQVNAQTTREANMGTPSQTSQDTSLETGQGYEDEQDGWNSSSKTTRVNENITNQGNQIVSLIIIQEENGPRPEEGGVSSDNPYNSKRAELVTARSQEGSINGITFQGVPMVMGAGCISQPEQSSPESALTHQSNEGNSTCEV.... Result: 0 (no interaction). (4) The miRNA is mmu-miR-130a-3p with sequence CAGUGCAAUGUUAAAAGGGCAU. The protein sequence of the target gene is MDRETRTFAERYYRDLRDPVPSGGGGPTPSGVTFIQTPNAFSYADFVKGFLLPNLPCVFSSAFTEGWGSRRRWVTSEGKPDFEYLQQKYGDAVVPVANCGVREYNSNPKEHMSFRDYISYWKDYIQGSYSSSRGCLYLKDWHLCRDSLVNDLEDIFTLPVYFSSDWLNEFWDVLNVDDYRFVYAGPRGTWSPFHADIFRSFSWSVNICGKKKWLFFPPGEEEALRDCHGNLPYDVTSTELLDTHLYPKIQHHSLPIEVIQEPGEMVFVPSGWHHQVYNLDDTISINHNWVNGCNLPNMWH.... Result: 0 (no interaction). (5) The miRNA is hsa-miR-6075 with sequence ACGGCCCAGGCGGCAUUGGUG. The protein sequence of the target gene is MGSCCSCLNRDSVPDNHPTKFKVTNVDDEGVELGSGVMELTQSELVLHLHRREAVRWPYLCLRRYGYDSNLFSFESGRRCQTGQGIFAFKCSRAEEIFNLLQDLMQCNSINVMEEPVIITRNSHPAELDLPRAPQPPNALGYTVSSFSNGCPGEGPRFSAPRRLSTSSLRHPSLGEESTHALIAPDEQSHTYVNTPASEDDHRRGRHCLQPLPEGQAPFLPQARGPDQRDPQVFLQPGQVKFVLGPTPARRHMVKCQGLCPSLHDPPHHNNNNEAPSECPAQPKCTYENVTGGLWRGAGW.... Result: 0 (no interaction). (6) The miRNA is hsa-miR-5584-5p with sequence CAGGGAAAUGGGAAGAACUAGA. The protein sequence of the target gene is MRNCKMARVASVLGLVMLSVALLILSLISYVSLKKENIFTTPKYASPGAPRMYMFHAGFRSQFALKFLDPSFVPITNSLTQELQEKPSKWKFNRTAFLHQRQEILQHVDVIKNFSLTKNSVRIGQLMHYDYSSHKYVFSISNNFRSLLPDVSPIMNKHYNICAVVGNSGILTGSQCGQEIDKSDFVFRCNFAPTEAFQRDVGRKTNLTTFNPSILEKYYNNLLTIQDRNNFFLSLKKLDGAILWIPAFFFHTSATVTRTLVDFFVEHRGQLKVQLAWPGNIMQHVNRYWKNKHLSPKRLS.... Result: 1 (interaction). (7) The miRNA is hsa-miR-2116-5p with sequence GGUUCUUAGCAUAGGAGGUCU. The protein sequence of the target gene is MALPKDAIPSLSECQCGICMEILVEPVTLPCNHTLCKPCFQSTVEKASLCCPFCRRRVSSWTRYHTRRNSLVNVELWTIIQKHYPRECKLRASGQESEEVADDYQPVRLLSKPGELRREYEEEISKVAAERRASEEEENKASEEYIQRLLAEEEEEEKRQAEKRRRAMEEQLKSDEELARKLSIDINNFCEGSISASPLNSRKSDPVTPKSEKKSKNKQRNTGDIQKYLTPKSQFGSASHSEAVQEVRKDSVSKDIDSSDRKSPTGQDTEIEDMPTLSPQISLGVGEQGADSSIESPMPW.... Result: 0 (no interaction).